Regression. Given two drug SMILES strings and cell line genomic features, predict the synergy score measuring deviation from expected non-interaction effect. From a dataset of NCI-60 drug combinations with 297,098 pairs across 59 cell lines. (1) Drug 1: C1=C(C(=O)NC(=O)N1)N(CCCl)CCCl. Drug 2: CC(C)(C#N)C1=CC(=CC(=C1)CN2C=NC=N2)C(C)(C)C#N. Cell line: PC-3. Synergy scores: CSS=18.0, Synergy_ZIP=3.63, Synergy_Bliss=3.21, Synergy_Loewe=2.93, Synergy_HSA=3.01. (2) Drug 1: CCC1(CC2CC(C3=C(CCN(C2)C1)C4=CC=CC=C4N3)(C5=C(C=C6C(=C5)C78CCN9C7C(C=CC9)(C(C(C8N6C)(C(=O)OC)O)OC(=O)C)CC)OC)C(=O)OC)O.OS(=O)(=O)O. Drug 2: COC1=C2C(=CC3=C1OC=C3)C=CC(=O)O2. Cell line: DU-145. Synergy scores: CSS=2.31, Synergy_ZIP=-0.486, Synergy_Bliss=-1.50, Synergy_Loewe=-0.598, Synergy_HSA=-1.82. (3) Drug 1: CN1C(=O)N2C=NC(=C2N=N1)C(=O)N. Drug 2: C1CNP(=O)(OC1)N(CCCl)CCCl. Cell line: MDA-MB-435. Synergy scores: CSS=2.05, Synergy_ZIP=-1.42, Synergy_Bliss=-3.95, Synergy_Loewe=0.922, Synergy_HSA=-3.49. (4) Drug 1: C1CCN(CC1)CCOC2=CC=C(C=C2)C(=O)C3=C(SC4=C3C=CC(=C4)O)C5=CC=C(C=C5)O. Drug 2: CCC1=CC2CC(C3=C(CN(C2)C1)C4=CC=CC=C4N3)(C5=C(C=C6C(=C5)C78CCN9C7C(C=CC9)(C(C(C8N6C)(C(=O)OC)O)OC(=O)C)CC)OC)C(=O)OC.C(C(C(=O)O)O)(C(=O)O)O. Cell line: U251. Synergy scores: CSS=27.8, Synergy_ZIP=-2.18, Synergy_Bliss=-3.59, Synergy_Loewe=-1.58, Synergy_HSA=-1.72. (5) Drug 1: C1CCC(C(C1)N)N.C(=O)(C(=O)[O-])[O-].[Pt+4]. Drug 2: CC1C(C(CC(O1)OC2CC(CC3=C2C(=C4C(=C3O)C(=O)C5=CC=CC=C5C4=O)O)(C(=O)C)O)N)O. Cell line: SNB-75. Synergy scores: CSS=43.3, Synergy_ZIP=-3.04, Synergy_Bliss=-3.01, Synergy_Loewe=-0.561, Synergy_HSA=-0.0644. (6) Drug 1: C1CCN(CC1)CCOC2=CC=C(C=C2)C(=O)C3=C(SC4=C3C=CC(=C4)O)C5=CC=C(C=C5)O. Drug 2: CN(C)N=NC1=C(NC=N1)C(=O)N. Cell line: HCT116. Synergy scores: CSS=-3.90, Synergy_ZIP=0.458, Synergy_Bliss=-3.22, Synergy_Loewe=-6.73, Synergy_HSA=-5.70. (7) Drug 1: CC1C(C(CC(O1)OC2CC(CC3=C2C(=C4C(=C3O)C(=O)C5=C(C4=O)C(=CC=C5)OC)O)(C(=O)C)O)N)O.Cl. Drug 2: CCC1=C2CN3C(=CC4=C(C3=O)COC(=O)C4(CC)O)C2=NC5=C1C=C(C=C5)O. Cell line: SK-MEL-5. Synergy scores: CSS=29.2, Synergy_ZIP=-0.826, Synergy_Bliss=1.99, Synergy_Loewe=-10.7, Synergy_HSA=0.271. (8) Drug 1: C1CCC(CC1)NC(=O)N(CCCl)N=O. Cell line: NCI/ADR-RES. Synergy scores: CSS=12.9, Synergy_ZIP=-8.40, Synergy_Bliss=-10.3, Synergy_Loewe=-22.6, Synergy_HSA=-8.65. Drug 2: C1CCC(C(C1)N)N.C(=O)(C(=O)[O-])[O-].[Pt+4]. (9) Drug 1: CC(C1=C(C=CC(=C1Cl)F)Cl)OC2=C(N=CC(=C2)C3=CN(N=C3)C4CCNCC4)N. Drug 2: CS(=O)(=O)OCCCCOS(=O)(=O)C. Cell line: A549. Synergy scores: CSS=30.9, Synergy_ZIP=-9.09, Synergy_Bliss=-4.67, Synergy_Loewe=-19.6, Synergy_HSA=-4.24. (10) Drug 1: CS(=O)(=O)C1=CC(=C(C=C1)C(=O)NC2=CC(=C(C=C2)Cl)C3=CC=CC=N3)Cl. Synergy scores: CSS=5.92, Synergy_ZIP=2.79, Synergy_Bliss=6.82, Synergy_Loewe=6.16, Synergy_HSA=6.52. Cell line: SNB-19. Drug 2: C1=CC(=CC=C1C#N)C(C2=CC=C(C=C2)C#N)N3C=NC=N3.